Dataset: Reaction yield outcomes from USPTO patents with 853,638 reactions. Task: Predict the reaction yield, written as a fraction of the theoretical maximum amount of product (1.0 means a 100% yield; for example, 0.34 means a 34% yield). The reactants are [F:1][C:2]1[CH:30]=[CH:29][C:5]([CH2:6][C:7]2[NH:8][C:9]([C:12]3[C:21]([OH:22])=[C:20]4[C:15]([CH:16]=[CH:17][CH:18]=[N:19]4)=[C:14]([N:23]4[CH2:28][CH2:27]S[CH2:25][CH2:24]4)[N:13]=3)=[N:10][N:11]=2)=[CH:4][CH:3]=1.C(Cl)(Cl)Cl.O[O:36][S:37]([O-:39])=O.[K+]. The catalyst is CO. The product is [O:36]=[S:37]1(=[O:39])[CH2:27][CH2:28][N:23]([C:14]2[N:13]=[C:12]([C:9]3[NH:8][C:7]([CH2:6][C:5]4[CH:4]=[CH:3][C:2]([F:1])=[CH:30][CH:29]=4)=[N:11][N:10]=3)[C:21]([OH:22])=[C:20]3[C:15]=2[CH:16]=[CH:17][CH:18]=[N:19]3)[CH2:24][CH2:25]1. The yield is 0.260.